This data is from Reaction yield outcomes from USPTO patents with 853,638 reactions. The task is: Predict the reaction yield, written as a fraction of the theoretical maximum amount of product (1.0 means a 100% yield; for example, 0.34 means a 34% yield). (1) The reactants are [C:1]1([C:7]2[O:11][N:10]=[CH:9][C:8]=2[CH2:12][CH2:13][C:14]([OH:16])=O)[CH:6]=[CH:5][CH:4]=[CH:3][CH:2]=1.[CH2:17]([N:19](CC)CC)[CH3:18].C(Cl)(=O)OCC.C(N)C. The catalyst is O.O1CCCC1. The product is [CH2:17]([NH:19][C:14](=[O:16])[CH2:13][CH2:12][C:8]1[CH:9]=[N:10][O:11][C:7]=1[C:1]1[CH:2]=[CH:3][CH:4]=[CH:5][CH:6]=1)[CH3:18]. The yield is 0.830. (2) The reactants are [C:1]12([CH2:11][O:12][C:13]3[C:25]([CH:26]4[CH2:28][CH2:27]4)=[CH:24][C:16]([C:17]([O:19]C(C)(C)C)=[O:18])=[C:15]([F:29])[CH:14]=3)[CH2:10][CH:5]3[CH2:6][CH:7]([CH2:9][CH:3]([CH2:4]3)[CH2:2]1)[CH2:8]2.FC(F)(F)C(O)=O. The catalyst is ClCCl. The product is [C:1]12([CH2:11][O:12][C:13]3[C:25]([CH:26]4[CH2:27][CH2:28]4)=[CH:24][C:16]([C:17]([OH:19])=[O:18])=[C:15]([F:29])[CH:14]=3)[CH2:2][CH:3]3[CH2:4][CH:5]([CH2:6][CH:7]([CH2:9]3)[CH2:8]1)[CH2:10]2. The yield is 0.850. (3) The reactants are [N+:1]([C:4]1[CH:5]=[C:6](O)[CH:7]=[CH:8][CH:9]=1)([O-:3])=[O:2].C([O-])([O-])=[O:12].[K+].[K+].Br[CH2:18][C:19]([O:21][CH2:22][CH3:23])=[O:20]. The catalyst is CC(C)=O. The product is [N+:1]([C:4]1[CH:5]=[CH:6][C:7]([O:12][CH2:18][C:19]([O:21][CH2:22][CH3:23])=[O:20])=[CH:8][CH:9]=1)([O-:3])=[O:2]. The yield is 0.920. (4) The yield is 0.830. The reactants are [NH2:1][C:2]1[C:9]([F:10])=[CH:8][CH:7]=[C:6]([F:11])[C:3]=1[C:4]#[N:5].CO[CH:14](OC)[N:15]([CH3:17])[CH3:16]. The catalyst is C1(C)C=CC=CC=1. The product is [C:4]([C:3]1[C:6]([F:11])=[CH:7][CH:8]=[C:9]([F:10])[C:2]=1[N:1]=[CH:14][N:15]([CH3:17])[CH3:16])#[N:5]. (5) The reactants are [CH2:1]([O:8][C:9]1[CH:18]=[C:17]2[C:12]([CH:13]=[CH:14][CH:15]=[C:16]2N)=[CH:11][CH:10]=1)[C:2]1[CH:7]=[CH:6][CH:5]=[CH:4][CH:3]=1.N([O-])=O.[Na+].[I-:24].[K+]. The catalyst is Cl.O.O1CCCC1. The product is [CH2:1]([O:8][C:9]1[CH:18]=[C:17]2[C:12]([CH:13]=[CH:14][CH:15]=[C:16]2[I:24])=[CH:11][CH:10]=1)[C:2]1[CH:7]=[CH:6][CH:5]=[CH:4][CH:3]=1. The yield is 0.610. (6) The reactants are [C:1]1([C:22]2[CH:27]=[CH:26][CH:25]=[CH:24][CH:23]=2)[CH:6]=[CH:5][C:4]([S:7]([NH:10][C:11]2[CH:16]=[CH:15][C:14]([CH:17]=[CH:18][C:19](O)=[O:20])=[CH:13][CH:12]=2)(=[O:9])=[O:8])=[CH:3][CH:2]=1.[Cl:28]CCl. The catalyst is CN(C)C=O. The product is [C:1]1([C:22]2[CH:27]=[CH:26][CH:25]=[CH:24][CH:23]=2)[CH:6]=[CH:5][C:4]([S:7]([NH:10][C:11]2[CH:16]=[CH:15][C:14]([CH:17]=[CH:18][C:19]([Cl:28])=[O:20])=[CH:13][CH:12]=2)(=[O:9])=[O:8])=[CH:3][CH:2]=1. The yield is 0.980. (7) The reactants are [F:1][C:2]([F:7])([F:6])[C:3]([NH2:5])=O.COC1C=CC(P2(SP(C3C=CC(OC)=CC=3)(=S)S2)=[S:17])=CC=1.Br[CH2:31][C:32](=O)[C:33]([O:35][CH2:36][CH3:37])=[O:34]. The catalyst is C1COCC1. The product is [F:1][C:2]([F:7])([F:6])[C:3]1[S:17][CH:31]=[C:32]([C:33]([O:35][CH2:36][CH3:37])=[O:34])[N:5]=1. The yield is 0.210.